From a dataset of Reaction yield outcomes from USPTO patents with 853,638 reactions. Predict the reaction yield, written as a fraction of the theoretical maximum amount of product (1.0 means a 100% yield; for example, 0.34 means a 34% yield). (1) The reactants are [CH:1]([C:3]1[CH:8]=[CH:7][C:6]([C:9]#[C:10][C:11]2[CH:19]=[CH:18][C:14]([C:15]([OH:17])=[O:16])=[CH:13][CH:12]=2)=[CH:5][CH:4]=1)=O.Cl.[F:21][CH:22]1[CH2:27][CH2:26][NH:25][CH2:24][CH2:23]1.CC(O)=O. The catalyst is CCO. The product is [F:21][CH:22]1[CH2:27][CH2:26][N:25]([CH2:1][C:3]2[CH:8]=[CH:7][C:6]([C:9]#[C:10][C:11]3[CH:19]=[CH:18][C:14]([C:15]([OH:17])=[O:16])=[CH:13][CH:12]=3)=[CH:5][CH:4]=2)[CH2:24][CH2:23]1. The yield is 0.340. (2) The reactants are [OH-].[Na+].[NH2:3][CH:4]([C:6]([OH:8])=[O:7])[CH3:5].[C:9](Cl)(=[O:16])[C:10]1[CH:15]=[CH:14][CH:13]=[CH:12][CH:11]=1.Cl. The catalyst is O. The product is [C:9]([NH:3][C@H:4]([C:6]([OH:8])=[O:7])[CH3:5])(=[O:16])[C:10]1[CH:15]=[CH:14][CH:13]=[CH:12][CH:11]=1. The yield is 0.904. (3) The reactants are CO[N:3]1[C:11]2[C:6](=[CH:7][CH:8]=[C:9]([CH2:12][CH2:13][CH3:14])[CH:10]=2)[CH2:5][C:4]1=[O:15]. The catalyst is CO.[Pd]. The product is [CH2:12]([C:9]1[CH:10]=[C:11]2[C:6]([CH2:5][C:4](=[O:15])[NH:3]2)=[CH:7][CH:8]=1)[CH2:13][CH3:14]. The yield is 0.900.